From a dataset of Peptide-MHC class II binding affinity with 134,281 pairs from IEDB. Regression. Given a peptide amino acid sequence and an MHC pseudo amino acid sequence, predict their binding affinity value. This is MHC class II binding data. (1) The peptide sequence is FAVATITHAAELQRV. The MHC is HLA-DQA10501-DQB10201 with pseudo-sequence HLA-DQA10501-DQB10201. The binding affinity (normalized) is 0.619. (2) The peptide sequence is SYVHVNGAKFIDTQN. The MHC is DRB1_0901 with pseudo-sequence DRB1_0901. The binding affinity (normalized) is 0.433. (3) The peptide sequence is TALKKAITAMSEAQK. The binding affinity (normalized) is 0. The MHC is DRB3_0101 with pseudo-sequence DRB3_0101. (4) The peptide sequence is VIDVKLVDANGTLHD. The MHC is DRB1_1101 with pseudo-sequence DRB1_1101. The binding affinity (normalized) is 0.503. (5) The peptide sequence is ELLKTVRLIKFLYQSNP. The MHC is DRB1_1302 with pseudo-sequence DRB1_1302. The binding affinity (normalized) is 0.357. (6) The binding affinity (normalized) is 0.0525. The peptide sequence is RTEIDKPSQHHHHHH. The MHC is DRB3_0101 with pseudo-sequence DRB3_0101. (7) The MHC is HLA-DPA10103-DPB10401 with pseudo-sequence HLA-DPA10103-DPB10401. The binding affinity (normalized) is 0.219. The peptide sequence is GKIASCLNDNANGYF.